This data is from Full USPTO retrosynthesis dataset with 1.9M reactions from patents (1976-2016). The task is: Predict the reactants needed to synthesize the given product. Given the product [NH2:11][C:7]1[C:6]2[C:2]([C:20]3[CH:21]=[C:22]4[C:26](=[CH:27][CH:28]=3)[N:25]([C:29]([O:31][C:32]([CH3:35])([CH3:34])[CH3:33])=[O:30])[CH2:24][CH2:23]4)=[CH:3][S:4][C:5]=2[CH:10]=[CH:9][N:8]=1, predict the reactants needed to synthesize it. The reactants are: Br[C:2]1[C:6]2[C:7]([NH2:11])=[N:8][CH:9]=[CH:10][C:5]=2[S:4][CH:3]=1.CC1(C)C(C)(C)OB([C:20]2[CH:21]=[C:22]3[C:26](=[CH:27][CH:28]=2)[N:25]([C:29]([O:31][C:32]([CH3:35])([CH3:34])[CH3:33])=[O:30])[CH2:24][CH2:23]3)O1.C(=O)([O-])[O-].[K+].[K+].